From a dataset of Peptide-MHC class I binding affinity with 185,985 pairs from IEDB/IMGT. Regression. Given a peptide amino acid sequence and an MHC pseudo amino acid sequence, predict their binding affinity value. This is MHC class I binding data. (1) The peptide sequence is RQNAPFEPI. The MHC is HLA-B45:06 with pseudo-sequence HLA-B45:06. The binding affinity (normalized) is 0.213. (2) The peptide sequence is GLEWVAVIWY. The MHC is HLA-B27:05 with pseudo-sequence HLA-B27:05. The binding affinity (normalized) is 0. (3) The peptide sequence is RYRMFDKL. The MHC is H-2-Db with pseudo-sequence H-2-Db. The binding affinity (normalized) is 0. (4) The peptide sequence is SEQSLRLVDA. The MHC is HLA-B18:01 with pseudo-sequence HLA-B18:01. The binding affinity (normalized) is 0.243. (5) The peptide sequence is NPNSPSITY. The MHC is HLA-B07:02 with pseudo-sequence HLA-B07:02. The binding affinity (normalized) is 0.165. (6) The peptide sequence is VPPFPRTAF. The MHC is HLA-B15:17 with pseudo-sequence HLA-B15:17. The binding affinity (normalized) is 0.337. (7) The peptide sequence is VIMWYNYLF. The MHC is HLA-A29:02 with pseudo-sequence HLA-A29:02. The binding affinity (normalized) is 0.0847. (8) The peptide sequence is SVSGDLILEI. The MHC is HLA-A02:06 with pseudo-sequence HLA-A02:06. The binding affinity (normalized) is 0.585. (9) The peptide sequence is CLMMMLPATL. The MHC is HLA-A02:03 with pseudo-sequence HLA-A02:03. The binding affinity (normalized) is 0.822.